From a dataset of Catalyst prediction with 721,799 reactions and 888 catalyst types from USPTO. Predict which catalyst facilitates the given reaction. Reactant: [Br:1][C:2]1[C:3](=[O:31])[N:4]([CH2:19][C:20]2[CH:21]=[CH:22][C:23]([CH:29]=[CH2:30])=[C:24]([CH:28]=2)[C:25](O)=[O:26])[C:5]([CH3:18])=[CH:6][C:7]=1[O:8][CH2:9][C:10]1[CH:15]=[CH:14][C:13]([F:16])=[CH:12][C:11]=1[F:17].C(OC(Cl)=O)C(C)C.[CH3:40][N:41]1CCOCC1.CN. Product: [Br:1][C:2]1[C:3](=[O:31])[N:4]([CH2:19][C:20]2[CH:21]=[CH:22][C:23]([CH:29]=[CH2:30])=[C:24]([CH:28]=2)[C:25]([NH:41][CH3:40])=[O:26])[C:5]([CH3:18])=[CH:6][C:7]=1[O:8][CH2:9][C:10]1[CH:15]=[CH:14][C:13]([F:16])=[CH:12][C:11]=1[F:17]. The catalyst class is: 9.